This data is from Full USPTO retrosynthesis dataset with 1.9M reactions from patents (1976-2016). The task is: Predict the reactants needed to synthesize the given product. (1) Given the product [Cl:25][C:20]1[CH:21]=[CH:22][CH:23]=[CH:24][C:19]=1[N:17]([CH3:18])[C:15]([C:13]1[S:12][C:11]2[C:5]3[CH:4]=[CH:3][C:2]([C:31]#[CH:32])=[CH:26][C:6]=3[O:7][CH2:8][CH2:9][C:10]=2[CH:14]=1)=[O:16], predict the reactants needed to synthesize it. The reactants are: Br[C:2]1[CH:3]=[CH:4][C:5]2[C:11]3[S:12][C:13]([C:15]([N:17]([C:19]4[CH:24]=[CH:23][CH:22]=[CH:21][C:20]=4[Cl:25])[CH3:18])=[O:16])=[CH:14][C:10]=3[CH2:9][CH2:8][O:7][C:6]=2[CH:26]=1.C[Si]([C:31]#[CH:32])(C)C. (2) Given the product [ClH:26].[ClH:26].[CH:1]([N:4]1[CH2:9][CH2:8][N:7]([C:10]([CH:12]2[CH2:13][CH2:14][NH:15][CH2:16][CH2:17]2)=[O:11])[C@@H:6]([CH3:25])[CH2:5]1)([CH3:3])[CH3:2], predict the reactants needed to synthesize it. The reactants are: [CH:1]([N:4]1[CH2:9][CH2:8][N:7]([C:10]([CH:12]2[CH2:17][CH2:16][N:15](C(OC(C)(C)C)=O)[CH2:14][CH2:13]2)=[O:11])[C@@H:6]([CH3:25])[CH2:5]1)([CH3:3])[CH3:2].[ClH:26]. (3) Given the product [C:13]([O:12][C:10]([N:17]1[CH2:22][CH2:21][N:20]([C:2]2[CH:7]=[N:6][C:5]([S:8][CH3:9])=[CH:4][CH:3]=2)[CH2:19][CH2:18]1)=[O:11])([CH3:16])([CH3:14])[CH3:15], predict the reactants needed to synthesize it. The reactants are: Br[C:2]1[CH:3]=[CH:4][C:5]([S:8][CH3:9])=[N:6][CH:7]=1.[C:10]([N:17]1[CH2:22][CH2:21][NH:20][CH2:19][CH2:18]1)([O:12][C:13]([CH3:16])([CH3:15])[CH3:14])=[O:11].CC(C)([O-])C.[Na+]. (4) Given the product [NH2:25][C:11]1[N:12]=[C:13]([C:15]2[CH:24]=[C:23]3[C:18]([CH2:19][CH2:20][N:21]([C:27]4[N:32]=[CH:31][C:30]([C:33]5[CH:42]=[CH:41][C:36]([C:37]([NH:39][CH3:40])=[O:38])=[CH:35][CH:34]=5)=[CH:29][CH:28]=4)[CH2:22]3)=[CH:17][CH:16]=2)[CH:14]=[C:9]([N:6]2[CH2:5][CH2:4][N:3]([CH3:2])[CH2:8][CH2:7]2)[N:10]=1, predict the reactants needed to synthesize it. The reactants are: Cl.[CH3:2][N:3]1[CH2:8][CH2:7][N:6]([C:9]2[CH:14]=[C:13]([C:15]3[CH:24]=[C:23]4[C:18]([CH2:19][CH2:20][NH:21][CH2:22]4)=[CH:17][CH:16]=3)[N:12]=[C:11]([NH2:25])[N:10]=2)[CH2:5][CH2:4]1.F[C:27]1[N:32]=[CH:31][C:30]([C:33]2[CH:42]=[CH:41][C:36]([C:37]([NH:39][CH3:40])=[O:38])=[CH:35][CH:34]=2)=[CH:29][CH:28]=1. (5) Given the product [CH2:27]([O:26][C:25]([NH:24][C:20]1[C:19]([CH3:35])=[C:18]([C:3]2[C:4]3[C:12]4[C:7](=[CH:8][C:9]([O:13][CH2:14][CH2:15][O:16][CH3:17])=[CH:10][CH:11]=4)[NH:6][C:5]=3[C:37]([C:38]([O:40][CH2:41][CH3:42])=[O:39])=[N:1][CH:2]=2)[CH:23]=[CH:22][CH:21]=1)=[O:34])[C:28]1[CH:33]=[CH:32][CH:31]=[CH:30][CH:29]=1, predict the reactants needed to synthesize it. The reactants are: [NH2:1][CH2:2][CH:3]([C:18]1[C:19]([CH3:35])=[C:20]([NH:24][C:25](=[O:34])[O:26][CH2:27][C:28]2[CH:33]=[CH:32][CH:31]=[CH:30][CH:29]=2)[CH:21]=[CH:22][CH:23]=1)[C:4]1[C:12]2[C:7](=[CH:8][C:9]([O:13][CH2:14][CH2:15][O:16][CH3:17])=[CH:10][CH:11]=2)[NH:6][CH:5]=1.O=[CH:37][C:38]([O:40][CH2:41][CH3:42])=[O:39].C1(C)C=CC=CC=1.Cl.O1CCOCC1. (6) Given the product [ClH:72].[CH3:1][O:2][C:3]1[CH:4]=[CH:5][C:6]([C@@H:9]([S:23][C:24]2[CH:29]=[CH:28][CH:27]=[CH:26][C:25]=2[O:30][CH3:31])[C@@H:10]2[O:15][CH2:14][CH2:13][NH:12][CH2:11]2)=[CH:7][CH:8]=1, predict the reactants needed to synthesize it. The reactants are: [CH3:1][O:2][C:3]1[CH:8]=[CH:7][C:6]([C@@H:9]([S:23][C:24]2[CH:29]=[CH:28][CH:27]=[CH:26][C:25]=2[O:30][CH3:31])[C@@H:10]2[O:15][CH2:14][CH2:13][N:12](CC3C=CC=CC=3)[CH2:11]2)=[CH:5][CH:4]=1.[CH3:1][O:2][C:3]1[CH:4]=[CH:5][C:6]([C@H:9]([S:23][C:24]2[CH:29]=[CH:28][CH:27]=[CH:26][C:25]=2[O:30][CH3:31])[C@H:10]2[O:15][CH2:14][CH2:13][N:12](CC3C=CC=CC=3)[CH2:11]2)=[CH:7][CH:8]=1.CCN(C(C)C)C(C)C.[Cl:72]C(OC(Cl)C)=O. (7) Given the product [CH3:15][O:16][C:17]1[CH:24]=[CH:23][C:20]([CH2:21][N:10]2[C:11]3[C:6](=[CH:5][C:4]([N+:1]([O-:3])=[O:2])=[CH:13][CH:12]=3)[CH2:7][CH2:8][C:9]2=[O:14])=[CH:19][CH:18]=1, predict the reactants needed to synthesize it. The reactants are: [N+:1]([C:4]1[CH:5]=[C:6]2[C:11](=[CH:12][CH:13]=1)[NH:10][C:9](=[O:14])[CH2:8][CH2:7]2)([O-:3])=[O:2].[CH3:15][O:16][C:17]1[CH:24]=[CH:23][C:20]([CH2:21]Cl)=[CH:19][CH:18]=1.C(=O)([O-])[O-].[K+].[K+].O.